This data is from Experimentally validated miRNA-target interactions with 360,000+ pairs, plus equal number of negative samples. The task is: Binary Classification. Given a miRNA mature sequence and a target amino acid sequence, predict their likelihood of interaction. (1) The miRNA is cel-miR-235-3p with sequence UAUUGCACUCUCCCCGGCCUGA. The protein sequence of the target gene is MLRSCAARLRTLGALCLPPVGRRLPGSEPRPELRSFSSEEVILKDCSVPNPSWNKDLRLLFDQFMKKCEDGSWKRLPSYKRTPTEWIQDFKTHFLDPKLMKEEQMSQAQLFTRSFDDGLGFEYVMFYNDIEKRMVCLFQGGPYLEGPPGFIHGGAIATMIDATVGMCAMMAGGIVMTANLNINYKRPIPLCSVVMINSQLDKVEGRKFFVSCNVQSVDEKTLYSEATSLFIKLNPAKSLT. Result: 0 (no interaction). (2) The miRNA is hsa-miR-5006-3p with sequence UUUCCCUUUCCAUCCUGGCAG. The protein sequence of the target gene is MNREDRNVLRMKERERRNQEIQQGEDAFPPSSPLFAEPYKVTSKEDKLSSRIQSMLGNYDEMKDFIGDRSIPKLVAIPKPTVPPSADEKSNPNFFEQRHGGSHQSSKWTPVGPAPSTSQSQKRSSGLQSGHSSQRTSAGSSSGTNSSGQRHDRESYNNSGSSSRKKGQHGSEHSKSRSSSPGKPQAVSSLNSSHSRSHGNDHHSKEHQRSKSPRDPDANWDSPSRVPFSSGQHSTQSFPPSLMSKSNSMLQKPTAYVRPMDGQESMEPKLSSEHYSSQSHGNSMTELKPSSKAHLTKLKI.... Result: 1 (interaction). (3) The miRNA is mmu-miR-448-5p with sequence GAACAUCCUGCAUAGUGCUGCC. The protein sequence of the target gene is MDIQMANNFTPPSATPQGNDCDLYAHHSTARIVMPLHYSLVFIIGLVGNLLALVVIVQNRKKINSTTLYSTNLVISDILFTTALPTRIAYYAMGFDWRIGDALCRITALVFYINTYAGVNFMTCLSIDRFIAVVHPLRYNKIKRIEHAKGVCIFVWILVFAQTLPLLINPMSKQEAERITCMEYPNFEETKSLPWILLGACFIGYVLPLIIILICYSQICCKLFRTAKQNPLTEKSGVNKKALNTIILIIVVFVLCFTPYHVAIIQHMIKKLRFSNFLECSQRHSFQISLHFTVCLMNFN.... Result: 0 (no interaction). (4) The miRNA is bta-miR-93 with sequence CAAAGUGCUGUUCGUGCAGGUA. The protein sequence of the target gene is MGNLFGRKKQSRVTEQDKAILQLKQQRDKLRQYQKRIAQQLERERALARQLLRDGRKERAKLLLKKKRYQEQLLDRTENQISSLEAMVQSIEFTQIEMKVMEGLQFGNECLNKMHQVMSIEEVERILDETQEAVEYQRQIDELLAGSFTQEDEDAILEELSAITQEQIELPEVPSEPLPEKIPENVPVKARPRQAELVAAS. Result: 0 (no interaction). (5) The miRNA is hsa-miR-6849-3p with sequence ACCAGCCUGUGUCCACCUCCAG. The protein sequence of the target gene is MTSMTQSLREVIKAMTKARNFERVLGKITLVSAAPGKVICEMKVEEEHTNAIGTLHGGLTATLVDNISTMALLCTERGAPGVSVDMNITYMSPAKLGEDIVITAHVLKQGKTLAFTSVDLTNKATGKLIAQGRHTKHLGN. Result: 1 (interaction). (6) The miRNA is hsa-miR-32-5p with sequence UAUUGCACAUUACUAAGUUGCA. The protein sequence of the target gene is MFPRGAEAQDWHLDMQLTGKVVLSAAALLLVTVAYRLYKSRPAPAQRWGGNGQAEAKEEAEGSGQPAVQEASPGVLLRGPRRRRSSKRAEAPQGCSCENPRGPYVLVTGATSTDRKPQRKGSGEERGGQGSDSEQVPPCCPSQETRTAVGSNPDPPHFPRLGSEPKSSPAGLIAAADGSCAGGEPSPWQDSKPREHPGLGQLEPPHCHYVAPLQGSSDMNQSWVFTRVIGVSREEAGALEAASDVDLTLHQQEGAPNSSYTFSSIARVRMEEHFIQKAEGVEPRLKGKVYDYYVESTSQA.... Result: 0 (no interaction). (7) The miRNA is mmu-miR-187-3p with sequence UCGUGUCUUGUGUUGCAGCCGG. The protein sequence of the target gene is MVDYIVEYDYDAVHDDELTIRVGEIIRNVKKLQEEGWLEGELNGRRGMFPDNFVKEIKRETEPKDDNLPIKRERQGNVASLVQRISTYGLPAGGIQPHPQTKAIKKKTKKRQCKVLFDYSPQNEDELELIVGDVIDVIEEVEEGWWSGTLNNKLGLFPSNFVKELESTEDGETHNAQEESEVPLTGPTSPLPSPGNGSEPAPGSVAQPKKIRGIGFGDIFKEGSVKLRTRTSSSETEEKKTEKPLILQPLGSRTQNVEVTKPDVDGKIKAKEYCRTLFPYTGTNEDELTFREGEIIHLIS.... Result: 0 (no interaction). (8) The miRNA is hsa-miR-1301-3p with sequence UUGCAGCUGCCUGGGAGUGACUUC. The protein sequence of the target gene is MDSKKRSSTEAEGSKERGLVHIWQAGSFPITPERLPGWGGKTVLQAALGVKHGVLLTEDGEVYSFGTLPWRSGPVEICPSSPILENALVGQYVITVATGSFHSGAVTDNGVAYMWGENSAGQCAVANQQYVPEPNPVSIADSEASPLLAVRILQLACGEEHTLALSISREIWAWGTGCQLGLITTAFPVTKPQKVEHLAGRVVLQVACGAFHSLALVQCLPSQDLKPVPERCNQCSQLLITMTDKEDHVIISDSHCCPLGVTLTESQAENHASTALSPSTETLDRQEEVFENTLVANDQS.... Result: 0 (no interaction). (9) The miRNA is hsa-miR-6821-3p with sequence UGACCUCUCCGCUCCGCACAG. The protein sequence of the target gene is MPGPQGGRGAATMSLGKLSPVGWVSSSQGKRRLTADMISHPLGDFRHTMHVGRGGDVFGDTSFLSNHGGSSGSTHRSPRSFLAKKLQLVRRVGAPPRRMASPPAPSPAPPAISPIIKNAISLPQLNQAAYDSLVVGKLSFDSSPTSSTDGHSSYGLDSGFCTISRLPRSEKPHDRDRDGSFPSEPGLRRSDSLLSFRLDLDLGPSLLSELLGVMSLPEAPAAETPAPAANPPAPTANPTGPAANPPATTANPPAPAANPSAPAATPTGPAANPPAPAASSTPHGHCPNGVTAGLGPVAEV.... Result: 0 (no interaction). (10) The miRNA is mmu-miR-666-3p with sequence GGCUGCAGCGUGAUCGCCUGCU. The protein sequence of the target gene is MAAPMNGQVCVVTGASRGIGRGIALQLCKAGATVYITGRHLDTLRVVAQEAQSLGGQCVPVVCDSSQESEVRSLFEQVDREQQGRLDVLVNNAYAGVQTILNTRNKAFWETPASMWDDINNVGLRGHYFCSVYGARLMVPAGQGLIVVISSPGSLQYMFNVPYGVGKAACDKLAADCAHELRRHGVSCVSLWPGIVQTELLKEHMAKEEVLQDPVLKQFKSAFSSAETTELSGKCVVALATDPNILSLSGKVLPSCDLARRYGLRDVDGRPVQDYLSLSSVLSHVSGLGWLASYLPSFLR.... Result: 0 (no interaction).